Dataset: Forward reaction prediction with 1.9M reactions from USPTO patents (1976-2016). Task: Predict the product of the given reaction. (1) Given the reactants Br[C:2]1[CH:7]=[CH:6][C:5]([CH:8]([NH:13][C:14]2[CH:15]=[N:16][C:17]([N:20]3[CH:24]=[C:23]([C:25]([F:28])([F:27])[F:26])[N:22]=[CH:21]3)=[CH:18][CH:19]=2)[C:9]([F:12])([F:11])[F:10])=[CH:4][CH:3]=1.Cl.[NH2:30][CH2:31][CH2:32][C:33]([O:35]CC)=[O:34].N12CCCN=C1CCCC[CH2:39]2.F[B-](F)(F)F.C(P(C(C)(C)C)C(C)(C)C)(C)(C)C.[OH-:67].[Li+].Cl, predict the reaction product. The product is: [F:10][C:9]([F:12])([F:11])[CH:8]([C:5]1[CH:6]=[CH:7][C:2]([C:39]([NH:30][CH2:31][CH2:32][C:33]([OH:35])=[O:34])=[O:67])=[CH:3][CH:4]=1)[NH:13][C:14]1[CH:15]=[N:16][C:17]([N:20]2[CH:24]=[C:23]([C:25]([F:28])([F:27])[F:26])[N:22]=[CH:21]2)=[CH:18][CH:19]=1. (2) The product is: [Br:1][C:2]1[CH:3]=[C:4]([CH:5]=[C:6]([CH2:8][N:9]([CH3:11])[CH3:10])[CH:7]=1)[CH:12]=[O:13]. Given the reactants [Br:1][C:2]1[CH:3]=[C:4]([CH2:12][OH:13])[CH:5]=[C:6]([CH2:8][N:9]([CH3:11])[CH3:10])[CH:7]=1, predict the reaction product.